This data is from Peptide-MHC class II binding affinity with 134,281 pairs from IEDB. The task is: Regression. Given a peptide amino acid sequence and an MHC pseudo amino acid sequence, predict their binding affinity value. This is MHC class II binding data. The peptide sequence is FWYVNHTGFNVHSLP. The MHC is DRB1_0701 with pseudo-sequence DRB1_0701. The binding affinity (normalized) is 0.607.